From a dataset of TCR-epitope binding with 47,182 pairs between 192 epitopes and 23,139 TCRs. Binary Classification. Given a T-cell receptor sequence (or CDR3 region) and an epitope sequence, predict whether binding occurs between them. The epitope is FTISVTTEIL. The TCR CDR3 sequence is CASSYGQNTEAFF. Result: 1 (the TCR binds to the epitope).